From a dataset of CYP2D6 inhibition data for predicting drug metabolism from PubChem BioAssay. Regression/Classification. Given a drug SMILES string, predict its absorption, distribution, metabolism, or excretion properties. Task type varies by dataset: regression for continuous measurements (e.g., permeability, clearance, half-life) or binary classification for categorical outcomes (e.g., BBB penetration, CYP inhibition). Dataset: cyp2d6_veith. (1) The molecule is O=C(O)c1cc2ccccc2c(Cc2c(O)c(C(=O)O)cc3ccccc23)c1O. The result is 0 (non-inhibitor). (2) The molecule is NC(=O)SCC(=O)Nc1ccc2ncccc2c1. The result is 0 (non-inhibitor). (3) The drug is Nc1nc(N)nc(CC(=O)O)n1. The result is 0 (non-inhibitor). (4) The result is 0 (non-inhibitor). The drug is O=C1[C@H]2CC[C@@H]3/C(=N\OCc4ccccc4)C[C@@H](O)[C@@H](O)[C@@H]3[C@@H]2C(=O)N1C[C@@H]1CCCO1. (5) The compound is CC(C)NC(=O)N1CC2(CCN(C(=O)c3ccncc3)CC2)C1. The result is 0 (non-inhibitor).